Predict which catalyst facilitates the given reaction. From a dataset of Catalyst prediction with 721,799 reactions and 888 catalyst types from USPTO. (1) Reactant: C(OC([N:6]1[C:10]([NH:11][C:12](=[O:23])[C:13]2[CH:18]=[CH:17][C:16](F)=[C:15]([N+:20]([O-])=O)[CH:14]=2)=[C:9]2[CH2:24][N:25]([C:29](=[O:39])[NH:30][C:31]3[C:36]([Cl:37])=[CH:35][CH:34]=[CH:33][C:32]=3[Cl:38])[C:26]([CH3:28])([CH3:27])[C:8]2=[N:7]1)=O)C.[CH3:40][N:41]1[CH2:46][CH2:45][NH:44][CH2:43][CH2:42]1. Product: [Cl:37][C:36]1[CH:35]=[CH:34][CH:33]=[C:32]([Cl:38])[C:31]=1[NH:30][C:29]([N:25]1[CH2:24][C:9]2[C:8](=[N:7][NH:6][C:10]=2[NH:11][C:12](=[O:23])[C:13]2[CH:18]=[CH:17][C:16]([N:44]3[CH2:45][CH2:46][N:41]([CH3:40])[CH2:42][CH2:43]3)=[C:15]([NH2:20])[CH:14]=2)[C:26]1([CH3:27])[CH3:28])=[O:39]. The catalyst class is: 1. (2) Reactant: [F:1][C:2]1[CH:3]=[CH:4][C:5]([N+:13]([O-:15])=[O:14])=[C:6]2[C:10]=1[NH:9][CH2:8][CH:7]2SC.S([O-])(O[O-])(=O)=O.[K+].[K+]. Product: [F:1][C:2]1[CH:3]=[CH:4][C:5]([N+:13]([O-:15])=[O:14])=[C:6]2[C:10]=1[NH:9][CH:8]=[CH:7]2. The catalyst class is: 24. (3) Reactant: O.Cl.[NH2:3][C@H:4]([C:7]([OH:9])=[O:8])[CH2:5][SH:6].C([O-])(=O)C.[K+].CO.[N:17]1([CH2:23][C:24]2[CH:25]=[C:26]([CH:29]=[CH:30][CH:31]=2)[CH:27]=O)[CH2:22][CH2:21][O:20][CH2:19][CH2:18]1. Product: [N:17]1([CH2:23][C:24]2[CH:25]=[C:26]([C@@H:27]3[NH:3][CH:4]([C:7]([OH:9])=[O:8])[CH2:5][S:6]3)[CH:29]=[CH:30][CH:31]=2)[CH2:18][CH2:19][O:20][CH2:21][CH2:22]1. The catalyst class is: 6. (4) Reactant: FC(F)(F)C(O)=O.[C:8]([NH:11][C:12]1[CH:27]=[CH:26][C:15]2[NH:16][C:17]([C:19]([O:21]C(C)(C)C)=[O:20])=[N:18][C:14]=2[CH:13]=1)(=[O:10])[CH3:9]. Product: [C:8]([NH:11][C:12]1[CH:27]=[CH:26][C:15]2[NH:16][C:17]([C:19]([OH:21])=[O:20])=[N:18][C:14]=2[CH:13]=1)(=[O:10])[CH3:9]. The catalyst class is: 4. (5) Reactant: N1C(C)=CC=CC=1C.[CH2:9]([C:11]([C:30]1[CH:35]=[CH:34][C:33]([C:36]#[C:37][C:38]2([OH:44])[CH2:43][CH2:42][S:41][CH2:40][CH2:39]2)=[C:32]([CH3:45])[CH:31]=1)([C:14]1[CH:19]=[CH:18][C:17]([B:20]2[O:24][C:23]([CH3:26])([CH3:25])[C:22]([CH3:28])([CH3:27])[O:21]2)=[C:16]([CH3:29])[CH:15]=1)[CH2:12][CH3:13])[CH3:10].O([Si:54]([CH3:57])([CH3:56])[CH3:55])S(C(F)(F)F)(=O)=O.O. Product: [CH2:9]([C:11]([C:14]1[CH:19]=[CH:18][C:17]([B:20]2[O:24][C:23]([CH3:25])([CH3:26])[C:22]([CH3:27])([CH3:28])[O:21]2)=[C:16]([CH3:29])[CH:15]=1)([C:30]1[CH:35]=[CH:34][C:33]([C:36]#[C:37][C:38]2([O:44][Si:54]([CH3:57])([CH3:56])[CH3:55])[CH2:39][CH2:40][S:41][CH2:42][CH2:43]2)=[C:32]([CH3:45])[CH:31]=1)[CH2:12][CH3:13])[CH3:10]. The catalyst class is: 4. (6) The catalyst class is: 344. Reactant: [CH2:1]([C@@:4]1([CH3:31])[CH2:9][C@H:8]([C:10]2[CH:15]=[CH:14][CH:13]=[C:12]([Cl:16])[CH:11]=2)[C@@H:7]([C:17]2[CH:22]=[CH:21][C:20]([Cl:23])=[CH:19][CH:18]=2)[N:6]([C@@H:24]([CH2:28]C)[CH2:25][CH:26]=O)[C:5]1=[O:30])[CH:2]=[CH2:3].[F:32][C:33]([F:37])([F:36])[CH2:34][NH2:35].C(O[BH-](OC(=O)C)OC(=O)C)(=O)C.[Na+]. Product: [CH2:1]([C@@:4]1([CH3:31])[CH2:9][C@H:8]([C:10]2[CH:15]=[CH:14][CH:13]=[C:12]([Cl:16])[CH:11]=2)[C@@H:7]([C:17]2[CH:22]=[CH:21][C:20]([Cl:23])=[CH:19][CH:18]=2)[N:6]([C@@H:24]([CH2:25][CH3:26])[CH2:28][NH:35][CH2:34][C:33]([F:37])([F:36])[F:32])[C:5]1=[O:30])[CH:2]=[CH2:3]. (7) Reactant: [CH3:1][C:2]1([CH3:21])[O:20][C:6]2=[C:7]([CH3:19])[N:8]=[C:9]([C:13]3[CH:18]=[CH:17][CH:16]=[CH:15][CH:14]=3)[C:10]([CH2:11][OH:12])=[C:5]2[CH2:4][O:3]1. Product: [CH3:1][C:2]1([CH3:21])[O:20][C:6]2[C:7]([CH3:19])=[N:8][C:9]([C:13]3[CH:14]=[CH:15][CH:16]=[CH:17][CH:18]=3)=[C:10]([CH:11]=[O:12])[C:5]=2[CH2:4][O:3]1. The catalyst class is: 661. (8) Reactant: [Cl:1][C:2]1[CH:19]=[CH:18][C:5]2[C:6]([CH:9]3[CH2:14][CH2:13][N:12](C(=O)C)[CH2:11][CH2:10]3)=[N:7][O:8][C:4]=2[CH:3]=1.Cl. Product: [ClH:1].[Cl:1][C:2]1[CH:19]=[CH:18][C:5]2[C:6]([CH:9]3[CH2:10][CH2:11][NH:12][CH2:13][CH2:14]3)=[N:7][O:8][C:4]=2[CH:3]=1. The catalyst class is: 28. (9) Reactant: [CH3:1][O:2][C:3](=[O:28])[C@@H:4]([NH:20][C:21]([O:23][C:24]([CH3:27])([CH3:26])[CH3:25])=[O:22])[CH2:5][C:6]1[CH:11]=[CH:10][C:9](OS(C(F)(F)F)(=O)=O)=[CH:8][CH:7]=1.[CH3:29][O:30][C:31]1[CH:36]=[CH:35][CH:34]=[CH:33][C:32]=1B(O)O.C(=O)([O-])[O-].[K+].[K+]. Product: [CH3:1][O:2][C:3](=[O:28])[C@@H:4]([NH:20][C:21]([O:23][C:24]([CH3:27])([CH3:26])[CH3:25])=[O:22])[CH2:5][C:6]1[CH:11]=[CH:10][C:9]([C:32]2[CH:33]=[CH:34][CH:35]=[CH:36][C:31]=2[O:30][CH3:29])=[CH:8][CH:7]=1. The catalyst class is: 762.